Dataset: NCI-60 drug combinations with 297,098 pairs across 59 cell lines. Task: Regression. Given two drug SMILES strings and cell line genomic features, predict the synergy score measuring deviation from expected non-interaction effect. (1) Drug 1: C1=CC(=C2C(=C1NCCNCCO)C(=O)C3=C(C=CC(=C3C2=O)O)O)NCCNCCO. Drug 2: CC1=CC2C(CCC3(C2CCC3(C(=O)C)OC(=O)C)C)C4(C1=CC(=O)CC4)C. Cell line: MDA-MB-435. Synergy scores: CSS=20.1, Synergy_ZIP=7.68, Synergy_Bliss=9.84, Synergy_Loewe=-18.3, Synergy_HSA=5.29. (2) Drug 1: CC1=C(C=C(C=C1)NC2=NC=CC(=N2)N(C)C3=CC4=NN(C(=C4C=C3)C)C)S(=O)(=O)N.Cl. Drug 2: CC1C(C(CC(O1)OC2CC(CC3=C2C(=C4C(=C3O)C(=O)C5=C(C4=O)C(=CC=C5)OC)O)(C(=O)C)O)N)O.Cl. Cell line: UO-31. Synergy scores: CSS=18.5, Synergy_ZIP=-4.42, Synergy_Bliss=3.83, Synergy_Loewe=-14.4, Synergy_HSA=6.39. (3) Drug 1: C1=NC2=C(N=C(N=C2N1C3C(C(C(O3)CO)O)F)Cl)N. Drug 2: C#CCC(CC1=CN=C2C(=N1)C(=NC(=N2)N)N)C3=CC=C(C=C3)C(=O)NC(CCC(=O)O)C(=O)O. Cell line: ACHN. Synergy scores: CSS=38.4, Synergy_ZIP=3.78, Synergy_Bliss=-1.43, Synergy_Loewe=-35.1, Synergy_HSA=-7.96. (4) Drug 1: COC1=CC(=CC(=C1O)OC)C2C3C(COC3=O)C(C4=CC5=C(C=C24)OCO5)OC6C(C(C7C(O6)COC(O7)C8=CC=CS8)O)O. Drug 2: N.N.Cl[Pt+2]Cl. Cell line: UO-31. Synergy scores: CSS=10.9, Synergy_ZIP=-4.83, Synergy_Bliss=-1.29, Synergy_Loewe=-6.80, Synergy_HSA=0.922. (5) Drug 1: COC1=CC(=CC(=C1O)OC)C2C3C(COC3=O)C(C4=CC5=C(C=C24)OCO5)OC6C(C(C7C(O6)COC(O7)C8=CC=CS8)O)O. Drug 2: C1=NC(=NC(=O)N1C2C(C(C(O2)CO)O)O)N. Cell line: NCI-H522. Synergy scores: CSS=28.6, Synergy_ZIP=-6.93, Synergy_Bliss=-2.24, Synergy_Loewe=-6.96, Synergy_HSA=-0.962.